Dataset: Full USPTO retrosynthesis dataset with 1.9M reactions from patents (1976-2016). Task: Predict the reactants needed to synthesize the given product. (1) Given the product [C:1]1([N:11]2[CH2:16][CH2:15][N:14]([CH2:32][CH2:31][CH2:30][CH2:29][O:28][C:24]3[N:25]=[C:26]4[C:21]([CH2:20][CH2:19][C:18](=[O:17])[NH:27]4)=[C:22]([C:34]([F:36])([F:35])[F:37])[CH:23]=3)[CH2:13][CH2:12]2)[C:10]2[CH2:9][CH2:8][CH2:7][CH2:6][C:5]=2[CH:4]=[CH:3][CH:2]=1, predict the reactants needed to synthesize it. The reactants are: [C:1]1([N:11]2[CH2:16][CH2:15][NH:14][CH2:13][CH2:12]2)[C:10]2[CH2:9][CH2:8][CH2:7][CH2:6][C:5]=2[CH:4]=[CH:3][CH:2]=1.[O:17]=[C:18]1[NH:27][C:26]2[N:25]=[C:24]([O:28][CH2:29][CH2:30][CH2:31][CH:32]=O)[CH:23]=[C:22]([C:34]([F:37])([F:36])[F:35])[C:21]=2[CH2:20][CH2:19]1. (2) Given the product [CH3:1][O:2][C:3]1[CH:4]=[CH:5][C:6]([NH:9][C:10]([C:13]2[O:12][CH2:16][CH2:15][CH:14]=2)=[O:11])=[CH:7][CH:8]=1, predict the reactants needed to synthesize it. The reactants are: [CH3:1][O:2][C:3]1[CH:8]=[CH:7][C:6]([N:9]=[C:10]=[O:11])=[CH:5][CH:4]=1.[O:12]1[CH:16]=[CH:15][CH2:14][CH2:13]1.